From a dataset of Reaction yield outcomes from USPTO patents with 853,638 reactions. Predict the reaction yield, written as a fraction of the theoretical maximum amount of product (1.0 means a 100% yield; for example, 0.34 means a 34% yield). (1) The reactants are [NH2:1][C:2]1[CH:3]=[CH:4][C:5]2[S:10][CH2:9][C:8](=[O:11])[NH:7][C:6]=2[CH:12]=1.[C:13]([Si:17]([CH3:25])([CH3:24])[O:18][CH2:19][CH2:20][CH:21]1[CH2:23][O:22]1)([CH3:16])([CH3:15])[CH3:14]. The catalyst is CCO.O. The product is [C:13]([Si:17]([CH3:25])([CH3:24])[O:18][CH2:19][CH2:20][CH:21]([OH:22])[CH2:23][NH:1][C:2]1[CH:3]=[CH:4][C:5]2[S:10][CH2:9][C:8](=[O:11])[NH:7][C:6]=2[CH:12]=1)([CH3:14])([CH3:16])[CH3:15]. The yield is 0.290. (2) The reactants are Br[C:2]1[CH:3]=[C:4]([CH:7]=[O:8])[S:5][CH:6]=1.[CH3:9][S:10]([C:12]1[CH:17]=[CH:16][C:15](B(O)O)=[CH:14][CH:13]=1)=[O:11].C([O-])([O-])=O.[Na+].[Na+]. The catalyst is COCCOC.O.C1C=CC([P]([Pd]([P](C2C=CC=CC=2)(C2C=CC=CC=2)C2C=CC=CC=2)([P](C2C=CC=CC=2)(C2C=CC=CC=2)C2C=CC=CC=2)[P](C2C=CC=CC=2)(C2C=CC=CC=2)C2C=CC=CC=2)(C2C=CC=CC=2)C2C=CC=CC=2)=CC=1. The product is [CH3:9][S:10]([C:12]1[CH:17]=[CH:16][C:15]([C:2]2[CH:3]=[C:4]([CH:7]=[O:8])[S:5][CH:6]=2)=[CH:14][CH:13]=1)=[O:11]. The yield is 0.770. (3) The reactants are [H-].[Na+].[N:3]1[CH:8]=[CH:7][CH:6]=[C:5]([OH:9])[CH:4]=1.[Br:10][C:11]1[CH:16]=[C:15]([Cl:17])[CH:14]=[C:13]([CH2:18]Br)[CH:12]=1. The catalyst is C1COCC1. The product is [Br:10][C:11]1[CH:12]=[C:13]([CH:14]=[C:15]([Cl:17])[CH:16]=1)[CH2:18][O:9][C:5]1[CH:4]=[N:3][CH:8]=[CH:7][CH:6]=1. The yield is 0.480. (4) The reactants are [F:1][C:2]1[CH:10]=[CH:9][C:8]([F:11])=[C:7]2[C:3]=1[CH2:4][N:5](S(C1C=CC(C)=CC=1)(=O)=O)[CH2:6]2.C1(O)C=CC=CC=1.Br. The catalyst is O.C(O)(=O)CC. The product is [F:1][C:2]1[CH:10]=[CH:9][C:8]([F:11])=[C:7]2[C:3]=1[CH2:4][NH:5][CH2:6]2. The yield is 0.500. (5) The reactants are C([N-]C(C)C)(C)C.C([Li])CCC.[C:13]([O:16][CH2:17][CH3:18])(=[O:15])[CH3:14].[Br:19][C:20]1[N:25]=[C:24](/[C:26](=[N:28]/[S@@:29]([C:31]([CH3:34])([CH3:33])[CH3:32])=[O:30])/[CH3:27])[C:23]([F:35])=[C:22]([Si:36]([CH2:41][CH3:42])([CH2:39][CH3:40])[CH2:37][CH3:38])[CH:21]=1. The catalyst is C1COCC1.Cl[Ti](OC(C)C)(OC(C)C)OC(C)C. The product is [Br:19][C:20]1[N:25]=[C:24]([C@:26]([NH:28][S@@:29]([C:31]([CH3:33])([CH3:34])[CH3:32])=[O:30])([CH3:27])[CH2:14][C:13]([O:16][CH2:17][CH3:18])=[O:15])[C:23]([F:35])=[C:22]([Si:36]([CH2:41][CH3:42])([CH2:37][CH3:38])[CH2:39][CH3:40])[CH:21]=1. The yield is 0.710. (6) The reactants are [F:1][C:2]1[CH:7]=[CH:6][C:5]([C:8]2[N:9]([C:30]3[CH:35]=[CH:34][N:33]=[C:32](SC)[N:31]=3)[C:10]3[C:11]([N:29]=2)=[N:12][C:13]([N:16]2[CH2:21][CH2:20][N:19]([C:22]([O:24][C:25]([CH3:28])([CH3:27])[CH3:26])=[O:23])[CH2:18][CH2:17]2)=[CH:14][CH:15]=3)=[CH:4][CH:3]=1.C1C=C(Cl)C=C(C(OO)=O)C=1.[C:49]1([C@@H:55]([NH2:57])[CH3:56])[CH:54]=[CH:53][CH:52]=[CH:51][CH:50]=1. The catalyst is C(Cl)Cl.CC(O)=O. The product is [F:1][C:2]1[CH:7]=[CH:6][C:5]([C:8]2[N:9]([C:30]3[CH:35]=[CH:34][N:33]=[C:32]([NH:57][C@H:55]([C:49]4[CH:54]=[CH:53][CH:52]=[CH:51][CH:50]=4)[CH3:56])[N:31]=3)[C:10]3[C:11]([N:29]=2)=[N:12][C:13]([N:16]2[CH2:21][CH2:20][N:19]([C:22]([O:24][C:25]([CH3:28])([CH3:27])[CH3:26])=[O:23])[CH2:18][CH2:17]2)=[CH:14][CH:15]=3)=[CH:4][CH:3]=1. The yield is 0.350. (7) The reactants are [C:1]([O:5][C:6]([N:8]1[CH2:13][CH2:12][N:11]([CH2:14][C:15]2[CH:20]=[CH:19][CH:18]=[CH:17][N:16]=2)[CH2:10][CH2:9]1)=[O:7])([CH3:4])([CH3:3])[CH3:2].N1C=CC=CC=1CN1CCNCC1.[Li]CCCC.[CH2:39]([O:41][CH:42]=[C:43]([C:49]([O:51][CH2:52][CH3:53])=[O:50])[C:44]([O:46][CH2:47][CH3:48])=[O:45])[CH3:40]. The catalyst is C1COCC1.O. The product is [CH2:52]([O:51][C:49](=[O:50])[CH:43]([CH:42]([O:41][CH2:39][CH3:40])[CH:14]([N:11]1[CH2:12][CH2:13][N:8]([C:6]([O:5][C:1]([CH3:4])([CH3:2])[CH3:3])=[O:7])[CH2:9][CH2:10]1)[C:15]1[CH:20]=[CH:19][CH:18]=[CH:17][N:16]=1)[C:44]([O:46][CH2:47][CH3:48])=[O:45])[CH3:53]. The yield is 0.670.